The task is: Regression. Given a target protein amino acid sequence and a drug SMILES string, predict the binding affinity score between them. We predict pKi (pKi = -log10(Ki in M); higher means stronger inhibition). Dataset: bindingdb_ki.. This data is from Drug-target binding data from BindingDB using Ki measurements. The small molecule is OC1(c2ccc(Cl)cc2)c2ccccc2C2=NCCN21. The target is MLLARMKPQVQPELGGADQ. The pKi is 8.1.